From a dataset of Reaction yield outcomes from USPTO patents with 853,638 reactions. Predict the reaction yield, written as a fraction of the theoretical maximum amount of product (1.0 means a 100% yield; for example, 0.34 means a 34% yield). The reactants are [Br:1][C:2]1[CH:3]=[C:4](C)[C:5](C#N)=[N:6][CH:7]=1.[OH-:11].[Na+].[CH2:13]([OH:15])[CH3:14]. No catalyst specified. The product is [Br:1][C:2]1[CH:3]=[C:4]([CH3:5])[C:14]([C:13]([OH:11])=[O:15])=[N:6][CH:7]=1. The yield is 0.980.